This data is from Forward reaction prediction with 1.9M reactions from USPTO patents (1976-2016). The task is: Predict the product of the given reaction. (1) Given the reactants [F:1][C:2]1[CH:7]=[C:6]([CH:8]2[CH2:13][CH2:12][CH:11]([CH:14]3[CH2:19][CH2:18][CH:17]([CH2:20][CH2:21][CH2:22][CH2:23][CH3:24])[CH2:16][CH2:15]3)[CH2:10][CH2:9]2)[CH:5]=[CH:4][C:3]=1[C:25]1(O)[CH2:34][CH2:33][C:28]2([O:32][CH2:31][CH2:30][O:29]2)[CH2:27][CH2:26]1.O.C1(C)C=CC(S(O)(=O)=O)=CC=1.C1(C)C=CC=CC=1, predict the reaction product. The product is: [F:1][C:2]1[CH:7]=[C:6]([CH:8]2[CH2:9][CH2:10][CH:11]([CH:14]3[CH2:19][CH2:18][CH:17]([CH2:20][CH2:21][CH2:22][CH2:23][CH3:24])[CH2:16][CH2:15]3)[CH2:12][CH2:13]2)[CH:5]=[CH:4][C:3]=1[C:25]1[CH2:34][CH2:33][C:28]2([O:29][CH2:30][CH2:31][O:32]2)[CH2:27][CH:26]=1. (2) Given the reactants Br[C:2]1[CH:7]2[N:8]([C:9]([O:11][C:12]([CH3:15])([CH3:14])[CH3:13])=[O:10])[CH:4]([CH:5]=[CH:6]2)[C:3]=1[C:16]([O:18][CH3:19])=[O:17].[H][H], predict the reaction product. The product is: [CH:4]12[N:8]([C:9]([O:11][C:12]([CH3:13])([CH3:14])[CH3:15])=[O:10])[CH:7]([CH2:6][CH2:5]1)[CH2:2][CH:3]2[C:16]([O:18][CH3:19])=[O:17]. (3) Given the reactants [Cl:1][C:2]1[C:7]([O:8][CH3:9])=[CH:6][C:5]([O:10][CH3:11])=[C:4]([Cl:12])[C:3]=1[C:13]1[C:24](=[O:25])[NH:23][C:16]2[N:17]=[C:18]([S:21][CH3:22])[N:19]=[CH:20][C:15]=2[CH:14]=1.I[CH2:27][CH2:28][N:29]1[CH2:34][CH2:33][N:32]([C:35]([O:37][C:38]([CH3:41])([CH3:40])[CH3:39])=[O:36])[CH2:31][CH2:30]1.C([O-])([O-])=O.[K+].[K+], predict the reaction product. The product is: [Cl:1][C:2]1[C:7]([O:8][CH3:9])=[CH:6][C:5]([O:10][CH3:11])=[C:4]([Cl:12])[C:3]=1[C:13]1[C:24](=[O:25])[N:23]([CH2:27][CH2:28][N:29]2[CH2:34][CH2:33][N:32]([C:35]([O:37][C:38]([CH3:39])([CH3:41])[CH3:40])=[O:36])[CH2:31][CH2:30]2)[C:16]2[N:17]=[C:18]([S:21][CH3:22])[N:19]=[CH:20][C:15]=2[CH:14]=1. (4) Given the reactants [CH3:1][N:2]1[CH:6]=[C:5]([C:7]2[C:11]([CH3:12])=[C:10]([NH:13][C:14](=[O:22])OC3C=CC=CC=3)[N:9]([C:23]3[CH:28]=[CH:27][CH:26]=[CH:25][CH:24]=3)[N:8]=2)[CH:4]=[N:3]1.C1(C2C=CC(COC)=CC=2CN)CC1.[CH:43]1([C:46]2[CH:51]=[CH:50][C:49]([O:52][CH2:53][CH3:54])=[CH:48][C:47]=2[CH2:55][NH2:56])[CH2:45][CH2:44]1, predict the reaction product. The product is: [CH:43]1([C:46]2[CH:51]=[CH:50][C:49]([O:52][CH2:53][CH3:54])=[CH:48][C:47]=2[CH2:55][NH:56][C:14]([NH:13][C:10]2[N:9]([C:23]3[CH:24]=[CH:25][CH:26]=[CH:27][CH:28]=3)[N:8]=[C:7]([C:5]3[CH:4]=[N:3][N:2]([CH3:1])[CH:6]=3)[C:11]=2[CH3:12])=[O:22])[CH2:44][CH2:45]1. (5) Given the reactants C([Li])CCC.Br[C:7]1[CH:8]=[N:9][CH:10]=[C:11]([Br:14])[C:12]=1[CH3:13].CN([CH:18]=[O:19])C, predict the reaction product. The product is: [Br:14][C:11]1[CH:10]=[N:9][CH:8]=[C:7]([C:12]=1[CH3:13])[CH:18]=[O:19].